Predict the reaction yield, written as a fraction of the theoretical maximum amount of product (1.0 means a 100% yield; for example, 0.34 means a 34% yield). From a dataset of Reaction yield outcomes from USPTO patents with 853,638 reactions. (1) The reactants are [OH-].[Na+].[Br:3][C:4]1[CH:5]=[C:6]([C:13]([O:15]CC)=O)[C:7]2[CH:12]=[N:11][NH:10][C:8]=2[N:9]=1.[NH2:18][CH2:19][C:20]1[C:21](=[O:28])[NH:22][C:23]([CH3:27])=[CH:24][C:25]=1[CH3:26].C1CN([P+](ON2N=NC3C=CC=CC2=3)(N2CCCC2)N2CCCC2)CC1.F[P-](F)(F)(F)(F)F. The catalyst is CCO.CS(C)=O. The product is [Br:3][C:4]1[CH:5]=[C:6]([C:13]([NH:18][CH2:19][C:20]2[C:21](=[O:28])[NH:22][C:23]([CH3:27])=[CH:24][C:25]=2[CH3:26])=[O:15])[C:7]2[CH:12]=[N:11][NH:10][C:8]=2[N:9]=1. The yield is 0.585. (2) The reactants are C[O:2][C:3]([C:5]1([CH:18]=[CH2:19])[O:10][CH2:9][CH2:8][N:7]([C:11]([O:13][C:14]([CH3:17])([CH3:16])[CH3:15])=[O:12])[CH2:6]1)=[O:4].O.[OH-].[Li+]. The catalyst is O1CCCC1.CO.O. The yield is 0.900. The product is [C:14]([O:13][C:11]([N:7]1[CH2:8][CH2:9][O:10][C:5]([CH:18]=[CH2:19])([C:3]([OH:4])=[O:2])[CH2:6]1)=[O:12])([CH3:17])([CH3:16])[CH3:15]. (3) The reactants are [CH2:1]([O:9][C:10]1[CH:15]=[CH:14][C:13]([C:16]2[S:20][C:19]([CH:21]=O)=[CH:18][CH:17]=2)=[CH:12][CH:11]=1)[CH2:2][CH2:3][CH2:4][CH2:5][CH2:6][CH2:7][CH3:8].[C:23]([CH2:25][C:26]([OH:28])=[O:27])#[N:24].N1CCCCC1.Cl. The product is [C:23]([C:25](=[CH:21][C:19]1[S:20][C:16]([C:13]2[CH:12]=[CH:11][C:10]([O:9][CH2:1][CH2:2][CH2:3][CH2:4][CH2:5][CH2:6][CH2:7][CH3:8])=[CH:15][CH:14]=2)=[CH:17][CH:18]=1)[C:26]([OH:28])=[O:27])#[N:24]. The catalyst is C(#N)C.O. The yield is 0.680. (4) The yield is 0.615. The product is [Cl:25][C:26]1[N:30]2[CH:31]=[C:32]([CH:39]3[CH2:40][CH2:41]3)[CH:33]=[C:34]([C:35]([F:37])([F:38])[F:36])[C:29]2=[N:28][C:27]=1[C:42]([N:46]1[CH2:47][CH2:48][CH:49]([N:52]2[C:56](=[O:57])[CH2:55][O:54][C:53]2=[O:58])[CH2:50][CH2:51]1)=[O:44]. The reactants are CN(C(ON1N=NC2C=CC=NC1=2)=[N+](C)C)C.F[P-](F)(F)(F)(F)F.[Cl:25][C:26]1[N:30]2[CH:31]=[C:32]([CH:39]3[CH2:41][CH2:40]3)[CH:33]=[C:34]([C:35]([F:38])([F:37])[F:36])[C:29]2=[N:28][C:27]=1[C:42]([OH:44])=O.Cl.[NH:46]1[CH2:51][CH2:50][CH:49]([N:52]2[C:56](=[O:57])[CH2:55][O:54][C:53]2=[O:58])[CH2:48][CH2:47]1.CCN(C(C)C)C(C)C.Cl. The catalyst is CN(C)C=O.C(Cl)Cl. (5) The reactants are [S-:1][C:2]#[N:3].[K+].[CH3:5][O:6][C:7](=[O:17])[C:8]1[CH:13]=[CH:12][C:11]([C:14](Cl)=[O:15])=[CH:10][CH:9]=1. The catalyst is C(#N)C. The product is [CH3:5][O:6][C:7](=[O:17])[C:8]1[CH:13]=[CH:12][C:11]([C:14]([N:3]=[C:2]=[S:1])=[O:15])=[CH:10][CH:9]=1. The yield is 0.950.